This data is from Catalyst prediction with 721,799 reactions and 888 catalyst types from USPTO. The task is: Predict which catalyst facilitates the given reaction. (1) Reactant: [CH2:1]([O:3][C:4]([C:6]1[NH:7][CH:8]=[N:9][C:10]=1[CH3:11])=[O:5])[CH3:2].C1C(=O)N([I:19])C(=O)C1. Product: [CH2:1]([O:3][C:4]([C:6]1[NH:7][C:8]([I:19])=[N:9][C:10]=1[CH3:11])=[O:5])[CH3:2]. The catalyst class is: 1. (2) Reactant: [C:1]1([NH:7][CH2:8][CH2:9][OH:10])[CH:6]=[CH:5][CH:4]=[CH:3][CH:2]=1.C(N(C(C)C)CC)(C)C.[Si:20](Cl)([C:23]([CH3:26])([CH3:25])[CH3:24])([CH3:22])[CH3:21].O. Product: [Si:20]([O:10][CH2:9][CH2:8][NH:7][C:1]1[CH:6]=[CH:5][CH:4]=[CH:3][CH:2]=1)([C:23]([CH3:26])([CH3:25])[CH3:24])([CH3:22])[CH3:21]. The catalyst class is: 4. (3) Reactant: Cl.[CH2:2]([O:5][C:6]1[CH:11]=[C:10]([CH3:12])[CH:9]=[CH:8][C:7]=1[C:13]1[C:18]([C:19](=[O:25])[C:20]([O:22][CH2:23][CH3:24])=[O:21])=[C:17]([CH3:26])[N:16]=[C:15]2[S:27][C:28]3[CH2:33][CH2:32][CH2:31][CH2:30][C:29]=3[C:14]=12)[CH:3]=[CH2:4].[BH4-].[Na+]. Product: [CH2:2]([O:5][C:6]1[CH:11]=[C:10]([CH3:12])[CH:9]=[CH:8][C:7]=1[C:13]1[C:18]([CH:19]([OH:25])[C:20]([O:22][CH2:23][CH3:24])=[O:21])=[C:17]([CH3:26])[N:16]=[C:15]2[S:27][C:28]3[CH2:33][CH2:32][CH2:31][CH2:30][C:29]=3[C:14]=12)[CH:3]=[CH2:4]. The catalyst class is: 8. (4) Reactant: [Br:1][C:2]1[CH:3]=[C:4]([Cl:16])[C:5]([CH:8]([C:14]#[N:15])C(OCC)=O)=[N:6][CH:7]=1.[Na+].[Cl-]. Product: [Br:1][C:2]1[CH:3]=[C:4]([Cl:16])[C:5]([CH2:8][C:14]#[N:15])=[N:6][CH:7]=1. The catalyst class is: 58. (5) Reactant: Br[C:2]1[CH:31]=[CH:30][C:5]([C:6]([NH:8][C:9]2[CH:14]=[CH:13][C:12]([O:15][C:16]([F:19])([F:18])[F:17])=[C:11]([NH:20][C:21](=[O:29])[CH2:22][N:23]3[CH2:28][CH2:27][O:26][CH2:25][CH2:24]3)[CH:10]=2)=[O:7])=[CH:4][CH:3]=1.[F:32][C:33]1[CH:38]=[CH:37][C:36](B(O)O)=[CH:35][CH:34]=1.C(=O)([O-])[O-].[Na+].[Na+]. Product: [F:32][C:33]1[CH:38]=[CH:37][C:36]([C:2]2[CH:3]=[CH:4][C:5]([C:6]([NH:8][C:9]3[CH:14]=[CH:13][C:12]([O:15][C:16]([F:18])([F:19])[F:17])=[C:11]([NH:20][C:21](=[O:29])[CH2:22][N:23]4[CH2:24][CH2:25][O:26][CH2:27][CH2:28]4)[CH:10]=3)=[O:7])=[CH:30][CH:31]=2)=[CH:35][CH:34]=1. The catalyst class is: 12. (6) Reactant: [NH2:1][CH2:2][CH2:3][SH:4].[H-].[Na+].[C:7]12([CH2:17][C:18]([NH:20][C:21]3[CH:30]=[CH:29][CH:28]=[C:27]4[C:22]=3[CH:23]=[CH:24][C:25](Cl)=[N:26]4)=[O:19])[CH2:16][CH:11]3[CH2:12][CH:13]([CH2:15][CH:9]([CH2:10]3)[CH2:8]1)[CH2:14]2. Product: [C:7]12([CH2:17][C:18]([NH:20][C:21]3[CH:30]=[CH:29][C:28]([S:4][CH2:3][CH2:2][NH2:1])=[C:27]4[C:22]=3[CH:23]=[CH:24][CH:25]=[N:26]4)=[O:19])[CH2:16][CH:11]3[CH2:12][CH:13]([CH2:15][CH:9]([CH2:10]3)[CH2:8]1)[CH2:14]2. The catalyst class is: 60.